This data is from Full USPTO retrosynthesis dataset with 1.9M reactions from patents (1976-2016). The task is: Predict the reactants needed to synthesize the given product. (1) Given the product [CH3:28][C@H:29]([O:26][C:25]([C:22]1([C:20]2[N:21]=[C:4]3[C:3]([O:2][CH3:1])=[CH:8][CH:7]=[C:6]([C:9]4[CH:10]=[C:11]5[C:15](=[CH:16][CH:17]=4)[C:14](=[O:18])[O:13][CH2:12]5)[N:5]3[N:19]=2)[CH2:23][CH2:24]1)=[O:27])[CH2:30][CH3:31], predict the reactants needed to synthesize it. The reactants are: [CH3:1][O:2][C:3]1[C:4]2[N:5]([N:19]=[C:20]([C:22]3([C:25]([OH:27])=[O:26])[CH2:24][CH2:23]3)[N:21]=2)[C:6]([C:9]2[CH:10]=[C:11]3[C:15](=[CH:16][CH:17]=2)[C:14](=[O:18])[O:13][CH2:12]3)=[CH:7][CH:8]=1.[CH3:28][C@H:29](O)[CH2:30][CH3:31].CCN=C=NCCCN(C)C.Cl. (2) Given the product [CH:27]1([C:33]([N:36]([CH2:17][C:18]2[CH:26]=[CH:25][C:21]([C:22]([NH:13][CH2:12][C:11]3[CH:10]=[CH:9][C:8]([O:1][C:2]4[CH:3]=[CH:4][CH:5]=[CH:6][CH:7]=4)=[CH:15][CH:14]=3)=[O:23])=[CH:20][CH:19]=2)[C:37]2[CH:49]=[CH:48][C:40]([OH:41])=[C:39]([CH:38]=2)[C:44]([OH:45])=[O:43])=[O:34])[CH2:32][CH2:31][CH2:30][CH2:29][CH2:28]1, predict the reactants needed to synthesize it. The reactants are: [O:1]([C:8]1[CH:15]=[CH:14][C:11]([CH2:12][NH2:13])=[CH:10][CH:9]=1)[C:2]1[CH:7]=[CH:6][CH:5]=[CH:4][CH:3]=1.Cl[CH2:17][C:18]1[CH:26]=[CH:25][C:21]([C:22](Cl)=[O:23])=[CH:20][CH:19]=1.[CH:27]1([C:33](Cl)=[O:34])[CH2:32][CH2:31][CH2:30][CH2:29][CH2:28]1.[NH2:36][C:37]1[CH:49]=[CH:48][C:40]2[O:41]C(C)(C)[O:43][C:44](=[O:45])[C:39]=2[CH:38]=1. (3) Given the product [CH:32]1([C:9]2[C:8]3[C:12](=[CH:13][C:5]([C:3]([OH:4])=[O:2])=[CH:6][CH:7]=3)[N:11]([CH2:14][C:15]([N:17]3[CH2:18][CH2:19][O:20][CH2:21][CH2:22]3)=[O:16])[C:10]=2[C:23]2[CH:24]=[C:25]3[C:26](=[CH:27][CH:28]=2)[N:29]=[C:44]([C:43]2[S:42][C:41]([C:47]([F:50])([F:49])[F:48])=[N:40][C:39]=2[CH3:38])[CH:45]=[CH:30]3)[CH2:37][CH2:36][CH2:35][CH2:34][CH2:33]1, predict the reactants needed to synthesize it. The reactants are: C[O:2][C:3]([C:5]1[CH:13]=[C:12]2[C:8]([C:9]([CH:32]3[CH2:37][CH2:36][CH2:35][CH2:34][CH2:33]3)=[C:10]([C:23]3[CH:28]=[CH:27][C:26]([NH2:29])=[C:25]([CH:30]=O)[CH:24]=3)[N:11]2[CH2:14][C:15]([N:17]2[CH2:22][CH2:21][O:20][CH2:19][CH2:18]2)=[O:16])=[CH:7][CH:6]=1)=[O:4].[CH3:38][C:39]1[N:40]=[C:41]([C:47]([F:50])([F:49])[F:48])[S:42][C:43]=1[C:44](=O)[CH3:45]. (4) Given the product [CH:22]1([C:25]2[NH:29][N:28]=[C:27]([NH:30][C:7]3[C:2]([F:1])=[CH:3][C:4]([N+:19]([O-:21])=[O:20])=[C:5]([NH:9][C@H:10]([C:12]4[N:17]=[CH:16][C:15]([F:18])=[CH:14][N:13]=4)[CH3:11])[N:6]=3)[CH:26]=2)[CH2:24][CH2:23]1, predict the reactants needed to synthesize it. The reactants are: [F:1][C:2]1[CH:3]=[C:4]([N+:19]([O-:21])=[O:20])[C:5]([NH:9][C@H:10]([C:12]2[N:17]=[CH:16][C:15]([F:18])=[CH:14][N:13]=2)[CH3:11])=[N:6][C:7]=1F.[CH:22]1([C:25]2[NH:29][N:28]=[C:27]([NH2:30])[CH:26]=2)[CH2:24][CH2:23]1. (5) Given the product [ClH:3].[ClH:1].[CH3:32][C:33]1[C:34]([C:49]2[S:53][C:52]3[CH:54]=[CH:55][CH:56]=[C:57]([C:58]([NH2:60])=[O:59])[C:51]=3[CH:50]=2)=[N:35][C:36]([NH:39][CH2:40][CH2:41][CH2:42][CH:43]2[CH2:48][CH2:47][N:46]([CH3:4])[CH2:45][CH2:44]2)=[N:37][CH:38]=1, predict the reactants needed to synthesize it. The reactants are: [ClH:1].Cl.[Cl:3][C:4]1C(C2SC3C=CC=C(C(N)=O)C=3C=2)=NC(NCCC2CCN(C)CC2)=NC=1.[CH3:32][C:33]1[C:34]([C:49]2[S:53][C:52]3[CH:54]=[CH:55][CH:56]=[C:57]([C:58]([NH2:60])=[O:59])[C:51]=3[CH:50]=2)=[N:35][C:36]([NH:39][CH2:40][CH2:41][CH2:42][CH:43]2[CH2:48][CH2:47][NH:46][CH2:45][CH2:44]2)=[N:37][CH:38]=1. (6) Given the product [N:19]1([C:24]2[CH:25]=[CH:26][C:27]([O:1][CH2:2][C@H:3]3[C@H:12]([NH:13][S:14]([CH2:17][CH3:18])(=[O:16])=[O:15])[CH2:11][CH2:10][C:5]4([O:9][CH2:8][CH2:7][O:6]4)[CH2:4]3)=[CH:28][CH:29]=2)[CH:23]=[CH:22][CH:21]=[N:20]1, predict the reactants needed to synthesize it. The reactants are: [OH:1][CH2:2][CH:3]1[CH:12]([NH:13][S:14]([CH2:17][CH3:18])(=[O:16])=[O:15])[CH2:11][CH2:10][C:5]2([O:9][CH2:8][CH2:7][O:6]2)[CH2:4]1.[N:19]1([C:24]2[CH:29]=[CH:28][C:27](O)=[CH:26][CH:25]=2)[CH:23]=[CH:22][CH:21]=[N:20]1.C1CCN(C(N=NC(N2CCCCC2)=O)=O)CC1.P(CCCC)(CCCC)CCCC. (7) Given the product [CH3:28][CH2:29][O:26][CH2:4][CH3:5].[ClH:27].[Cl:43][C:40]1[CH:41]=[CH:42][C:37]([C:36]([C:34]2[CH:35]=[C:31]([C:29](=[O:30])[CH2:28][N:25]3[CH:20]4[CH2:21][CH2:22][CH:23]3[CH2:24][C:18](=[C:11]([C:12]3[CH:17]=[CH:16][CH:15]=[CH:14][CH:13]=3)[C:8]3[CH:7]=[CH:6][C:5]([C:4]([NH:3][CH2:1][CH3:2])=[O:26])=[CH:10][CH:9]=3)[CH2:19]4)[N:32]([CH3:45])[CH:33]=2)=[O:44])=[CH:38][CH:39]=1, predict the reactants needed to synthesize it. The reactants are: [CH2:1]([NH:3][C:4](=[O:26])[C:5]1[CH:10]=[CH:9][C:8]([C:11](=[C:18]2[CH2:24][CH:23]3[NH:25][CH:20]([CH2:21][CH2:22]3)[CH2:19]2)[C:12]2[CH:17]=[CH:16][CH:15]=[CH:14][CH:13]=2)=[CH:7][CH:6]=1)[CH3:2].[Cl:27][CH2:28][C:29]([C:31]1[N:32]([CH3:45])[CH:33]=[C:34]([C:36](=[O:44])[C:37]2[CH:42]=[CH:41][C:40]([Cl:43])=[CH:39][CH:38]=2)[CH:35]=1)=[O:30].C(N(C(C)C)CC)(C)C.